Dataset: Forward reaction prediction with 1.9M reactions from USPTO patents (1976-2016). Task: Predict the product of the given reaction. (1) Given the reactants C(O[C:4](=[O:29])[C:5]1[CH:10]=[CH:9][C:8]([CH:11]([OH:28])[CH2:12][N:13]2[C:21]3[CH:20]=[CH:19][C:18]([CH3:22])=[CH:17][C:16]=3[C:15]3[CH2:23][N:24]([CH3:27])[CH2:25][CH2:26][C:14]2=3)=[CH:7][CH:6]=1)C.[OH-].[NH4+:31], predict the reaction product. The product is: [CH3:27][N:24]1[CH2:25][CH2:26][C:14]2[N:13]([CH2:12][CH:11]([C:8]3[CH:7]=[CH:6][C:5]([C:4]([NH2:31])=[O:29])=[CH:10][CH:9]=3)[OH:28])[C:21]3[CH:20]=[CH:19][C:18]([CH3:22])=[CH:17][C:16]=3[C:15]=2[CH2:23]1. (2) Given the reactants [S:1]([CH2:11][N+:12]#[C-:13])([C:4]1[CH:10]=[CH:9][C:7]([CH3:8])=[CH:6][CH:5]=1)(=[O:3])=[O:2].[CH3:14][S:15][C:16]1[CH:23]=[CH:22][C:19]([CH:20]=[O:21])=[CH:18][CH:17]=1.[C-]#N.[Na+], predict the reaction product. The product is: [CH3:14][S:15][C:16]1[CH:23]=[CH:22][C:19]([C@@H:20]2[O:21][CH:13]=[N:12][C@@H:11]2[S:1]([C:4]2[CH:10]=[CH:9][C:7]([CH3:8])=[CH:6][CH:5]=2)(=[O:3])=[O:2])=[CH:18][CH:17]=1.